The task is: Predict the product of the given reaction.. This data is from Forward reaction prediction with 1.9M reactions from USPTO patents (1976-2016). (1) Given the reactants Cl[C:2]1[C:11]2[C:6](=[CH:7][CH:8]=[C:9]([F:12])[CH:10]=2)[C:5]([C:13]2[CH:18]=[CH:17][C:16]([F:19])=[CH:15][CH:14]=2)=[N:4][N:3]=1.[NH2:20][CH:21]1[CH2:26][CH2:25][N:24]([CH2:27][C:28]2[CH:37]=[CH:36][C:35]3[C:30](=[CH:31][CH:32]=[CH:33][CH:34]=3)[CH:29]=2)[CH2:23][CH2:22]1, predict the reaction product. The product is: [F:12][C:9]1[CH:10]=[C:11]2[C:6]([C:5]([C:13]3[CH:18]=[CH:17][C:16]([F:19])=[CH:15][CH:14]=3)=[N:4][N:3]=[C:2]2[NH:20][CH:21]2[CH2:22][CH2:23][N:24]([CH2:27][C:28]3[CH:37]=[CH:36][C:35]4[C:30](=[CH:31][CH:32]=[CH:33][CH:34]=4)[CH:29]=3)[CH2:25][CH2:26]2)=[CH:7][CH:8]=1. (2) Given the reactants [CH3:1][C:2]1[CH:3]=[C:4]([C:15]2[CH:16]=[N:17][N:18]([CH:20]([C:22]3[CH:30]=[CH:29][C:25]([C:26](O)=[O:27])=[CH:24][CH:23]=3)[CH3:21])[CH:19]=2)[CH:5]=[C:6]([NH:8][C:9]2[N:14]=[CH:13][CH:12]=[CH:11][N:10]=2)[CH:7]=1.[OH-].[NH4+:32], predict the reaction product. The product is: [CH3:1][C:2]1[CH:3]=[C:4]([C:15]2[CH:16]=[N:17][N:18]([CH:20]([C:22]3[CH:30]=[CH:29][C:25]([C:26]([NH2:32])=[O:27])=[CH:24][CH:23]=3)[CH3:21])[CH:19]=2)[CH:5]=[C:6]([NH:8][C:9]2[N:10]=[CH:11][CH:12]=[CH:13][N:14]=2)[CH:7]=1. (3) Given the reactants [CH2:1]([N:3]([CH2:9][CH3:10])[CH:4]1[CH2:8][CH2:7][NH:6][CH2:5]1)[CH3:2].Cl[C:12]1[N:13]=[CH:14][C:15]([C:18]([NH:20][C:21]2[NH:22][N:23]=[C:24]([CH2:26][CH2:27][C:28]3[CH:33]=[C:32]([O:34][CH3:35])[CH:31]=[C:30]([O:36][CH3:37])[CH:29]=3)[CH:25]=2)=[O:19])=[N:16][CH:17]=1, predict the reaction product. The product is: [CH2:1]([N:3]([CH2:9][CH3:10])[CH:4]1[CH2:8][CH2:7][N:6]([C:12]2[N:13]=[CH:14][C:15]([C:18]([NH:20][C:21]3[NH:22][N:23]=[C:24]([CH2:26][CH2:27][C:28]4[CH:33]=[C:32]([O:34][CH3:35])[CH:31]=[C:30]([O:36][CH3:37])[CH:29]=4)[CH:25]=3)=[O:19])=[N:16][CH:17]=2)[CH2:5]1)[CH3:2]. (4) Given the reactants [Br:1][CH2:2][CH2:3][CH2:4]Br.C(#N)C.C([O-])([O-])=O.[K+].[K+].[CH2:15]([O:22][NH:23][CH:24]=[O:25])[C:16]1[CH:21]=[CH:20][CH:19]=[CH:18][CH:17]=1, predict the reaction product. The product is: [CH2:15]([O:22][N:23]([CH2:4][CH2:3][CH2:2][Br:1])[CH:24]=[O:25])[C:16]1[CH:21]=[CH:20][CH:19]=[CH:18][CH:17]=1. (5) Given the reactants Cl[C:2]([C@@H:4]1[CH2:9][CH2:8][CH2:7][N:6]([C:10]([O:12][CH2:13][CH:14]2[C:26]3[CH:25]=[CH:24][CH:23]=[CH:22][C:21]=3[C:20]3[C:15]2=[CH:16][CH:17]=[CH:18][CH:19]=3)=[O:11])[CH2:5]1)=[O:3].[CH3:27][Si](C=[N+]=[N-])(C)C.C1COCC1.CC#N.[BrH:42], predict the reaction product. The product is: [Br:42][CH2:27][C:2]([C@@H:4]1[CH2:9][CH2:8][CH2:7][N:6]([C:10]([O:12][CH2:13][CH:14]2[C:26]3[CH:25]=[CH:24][CH:23]=[CH:22][C:21]=3[C:20]3[C:15]2=[CH:16][CH:17]=[CH:18][CH:19]=3)=[O:11])[CH2:5]1)=[O:3].